From a dataset of Reaction yield outcomes from USPTO patents with 853,638 reactions. Predict the reaction yield, written as a fraction of the theoretical maximum amount of product (1.0 means a 100% yield; for example, 0.34 means a 34% yield). (1) The reactants are [C:1]1([N:7]2[C:11](=[O:12])[CH2:10][C:9](=[O:13])[NH:8]2)[CH:6]=[CH:5][CH:4]=[CH:3][CH:2]=1.[CH3:14][C:15]1[C:22]([CH3:23])=[C:21]([O:24][CH2:25][CH2:26][CH3:27])[CH:20]=[CH:19][C:16]=1[CH:17]=O. The catalyst is C(O)C. The product is [CH3:14][C:15]1[C:22]([CH3:23])=[C:21]([O:24][CH2:25][CH2:26][CH3:27])[CH:20]=[CH:19][C:16]=1[CH:17]=[C:10]1[C:11](=[O:12])[N:7]([C:1]2[CH:2]=[CH:3][CH:4]=[CH:5][CH:6]=2)[NH:8][C:9]1=[O:13]. The yield is 0.760. (2) The reactants are [C:12]([O:11][C:9](O[C:9]([O:11][C:12]([CH3:15])([CH3:14])[CH3:13])=[O:10])=[O:10])([CH3:15])([CH3:14])[CH3:13].C(N(CC)CC)C.[Br:23][C:24]1[CH:25]=[CH:26][C:27]([F:48])=[C:28]([C:30]23[CH2:38][NH:37][CH2:36][CH:35]2[CH2:34][S:33][C:32]([NH:39][C:40](=[O:47])[C:41]2[CH:46]=[CH:45][CH:44]=[CH:43][CH:42]=2)=[N:31]3)[CH:29]=1. The catalyst is ClCCl. The product is [C:40]([NH:39][C:32]1[S:33][CH2:34][CH:35]2[CH2:36][N:37]([C:9]([O:11][C:12]([CH3:13])([CH3:14])[CH3:15])=[O:10])[CH2:38][C:30]2([C:28]2[CH:29]=[C:24]([Br:23])[CH:25]=[CH:26][C:27]=2[F:48])[N:31]=1)(=[O:47])[C:41]1[CH:42]=[CH:43][CH:44]=[CH:45][CH:46]=1. The yield is 0.990. (3) The catalyst is CN(C=O)C.O.CCOC(C)=O. The product is [F:49][C:47]([F:50])([CH3:48])[CH2:46][O:19][C:16]1[CH:15]=[C:14]([F:20])[C:13]2[O:12][C:11]3[C:6](=[CH:7][C:8]([C:21]4[C:22]([F:27])=[N:23][CH:24]=[CH:25][CH:26]=4)=[CH:9][CH:10]=3)[C@@:5]3([CH2:4][S:3][C:2]([NH2:1])=[N:28]3)[C:18]=2[CH:17]=1. The yield is 0.0478. The reactants are [NH2:1][C:2]1[S:3][CH2:4][C@@:5]2([N:28]=1)[C:18]1[CH:17]=[C:16]([OH:19])[CH:15]=[C:14]([F:20])[C:13]=1[O:12][C:11]1[C:6]2=[CH:7][C:8]([C:21]2[C:22]([F:27])=[N:23][CH:24]=[CH:25][CH:26]=2)=[CH:9][CH:10]=1.C(=O)([O-])[O-].[Cs+].[Cs+].CC1C=CC(S(O[CH2:46][C:47]([F:50])([F:49])[CH3:48])(=O)=O)=CC=1.N#N.[I-].[K+]. (4) The reactants are [OH:1][C:2]1[CH:7]=[CH:6][C:5](/[CH:8]=[C:9](\[CH3:15])/[C:10]([O:12][CH2:13][CH3:14])=[O:11])=[CH:4][CH:3]=1.[H-].[Na+].Br[C:19]1[C:20]2[CH:36]=[CH:35][C:34]([O:37][CH3:38])=[CH:33][C:21]=2[S:22](=[O:32])[C:23]=1[C:24]1[CH:29]=[CH:28][C:27]([O:30][CH3:31])=[CH:26][CH:25]=1. The catalyst is CN(C=O)C. The product is [CH3:38][O:37][C:34]1[CH:35]=[CH:36][C:20]2[C:19]([O:1][C:2]3[CH:3]=[CH:4][C:5](/[CH:8]=[C:9](\[CH3:15])/[C:10]([O:12][CH2:13][CH3:14])=[O:11])=[CH:6][CH:7]=3)=[C:23]([C:24]3[CH:29]=[CH:28][C:27]([O:30][CH3:31])=[CH:26][CH:25]=3)[S:22](=[O:32])[C:21]=2[CH:33]=1. The yield is 0.860.